This data is from Peptide-MHC class II binding affinity with 134,281 pairs from IEDB. The task is: Regression. Given a peptide amino acid sequence and an MHC pseudo amino acid sequence, predict their binding affinity value. This is MHC class II binding data. (1) The peptide sequence is TRLSCDCDDKFYDCLKNS. The MHC is DRB5_0101 with pseudo-sequence DRB5_0101. The binding affinity (normalized) is 0.0847. (2) The peptide sequence is NKFVSPKSVSGTFVA. The MHC is DRB1_0404 with pseudo-sequence DRB1_0404. The binding affinity (normalized) is 0.238. (3) The peptide sequence is TKCYKLEHPVTGCGERTE. The MHC is DRB1_1301 with pseudo-sequence DRB1_1301. The binding affinity (normalized) is 0. (4) The peptide sequence is RTFVATFGAASNKAF. The MHC is DRB3_0202 with pseudo-sequence DRB3_0202. The binding affinity (normalized) is 0.567. (5) The peptide sequence is LDLAVNAAVDAGIHF. The MHC is DRB1_1302 with pseudo-sequence DRB1_1302. The binding affinity (normalized) is 0.981.